From a dataset of Reaction yield outcomes from USPTO patents with 853,638 reactions. Predict the reaction yield, written as a fraction of the theoretical maximum amount of product (1.0 means a 100% yield; for example, 0.34 means a 34% yield). (1) The reactants are [CH2:1]([O:8][C:9]1[CH:16]=[CH:15][C:12]([CH:13]=O)=[CH:11][C:10]=1[O:17][CH3:18])[C:2]1[CH:7]=[CH:6][CH:5]=[CH:4][CH:3]=1.[CH2:19]([NH:23][OH:24])[CH2:20][CH2:21][CH3:22]. No catalyst specified. The product is [CH2:1]([O:8][C:9]1[CH:16]=[CH:15][C:12]([CH:13]=[N+:23]([CH2:19][CH2:20][CH2:21][CH3:22])[O-:24])=[CH:11][C:10]=1[O:17][CH3:18])[C:2]1[CH:7]=[CH:6][CH:5]=[CH:4][CH:3]=1. The yield is 0.417. (2) The reactants are Br[C:2]1[C:10]2[N:9]=[CH:8][N:7]([CH2:11][C:12]3([CH3:32])[CH2:31][CH2:30][CH2:29][C:14]4([O:18][C:17](=[O:19])[N:16]([C:20]5[CH:25]=[CH:24][CH:23]=[C:22]([O:26][CH2:27][CH3:28])[CH:21]=5)[CH2:15]4)[CH2:13]3)[C:6]=2[CH:5]=[C:4]([C:33]#[N:34])[CH:3]=1.[CH3:35][Zn]C.CCCCCCC.C(O)(C(F)(F)F)=O. The catalyst is CN(C=O)C.C1C=CC(P(C2C=CC=CC=2)[C-]2C=CC=C2)=CC=1.C1C=CC(P(C2C=CC=CC=2)[C-]2C=CC=C2)=CC=1.Cl[Pd]Cl.[Fe+2].C(Cl)Cl. The product is [CH2:27]([O:26][C:22]1[CH:21]=[C:20]([N:16]2[CH2:15][C:14]3([CH2:29][CH2:30][CH2:31][C:12]([CH2:11][N:7]4[C:6]5[CH:5]=[C:4]([C:33]#[N:34])[CH:3]=[C:2]([CH3:35])[C:10]=5[N:9]=[CH:8]4)([CH3:32])[CH2:13]3)[O:18][C:17]2=[O:19])[CH:25]=[CH:24][CH:23]=1)[CH3:28]. The yield is 0.260. (3) The reactants are [CH2:1]([O:15][C:16]1[O:20][C:19]([C:21]([OH:23])=[O:22])=[CH:18][CH:17]=1)[CH2:2][CH2:3][CH2:4][CH2:5][CH2:6][CH2:7][CH2:8][CH2:9][CH2:10][CH2:11][CH2:12][CH2:13][CH3:14].Br[CH2:25][CH2:26][CH2:27][CH:28]([CH3:30])[CH3:29].C(=O)([O-])[O-].[Cs+].[Cs+].[I-].[Na+]. The catalyst is CN(C)C=O.CCOC(C)=O.[Cl-].[Na+].O.O. The product is [CH2:1]([O:15][C:16]1[O:20][C:19]([C:21]([O:23][CH2:25][CH2:26][CH2:27][CH:28]([CH3:30])[CH3:29])=[O:22])=[CH:18][CH:17]=1)[CH2:2][CH2:3][CH2:4][CH2:5][CH2:6][CH2:7][CH2:8][CH2:9][CH2:10][CH2:11][CH2:12][CH2:13][CH3:14]. The yield is 0.620. (4) The reactants are [CH:1]([C:3]1([C:13]([O:15][CH2:16][CH3:17])=[O:14])[CH2:12][CH2:11][C:6]2([O:10][CH2:9][CH2:8][O:7]2)[CH2:5][CH2:4]1)=[O:2].[BH4-].[Na+]. The catalyst is C(O)C. The product is [OH:2][CH2:1][C:3]1([C:13]([O:15][CH2:16][CH3:17])=[O:14])[CH2:4][CH2:5][C:6]2([O:10][CH2:9][CH2:8][O:7]2)[CH2:11][CH2:12]1. The yield is 0.950. (5) The reactants are [ClH:1].[CH3:2][C:3]1[N:7]=[C:6]([CH2:8][N:9]([C@H:17]2[CH2:19][C@H:18]2[C:20]2[CH:25]=[CH:24][CH:23]=[CH:22][CH:21]=2)C(=O)OC(C)(C)C)[O:5][N:4]=1. The catalyst is CCOCC. The product is [ClH:1].[CH3:2][C:3]1[N:7]=[C:6]([CH2:8][NH:9][C@@H:17]2[CH2:19][C@H:18]2[C:20]2[CH:25]=[CH:24][CH:23]=[CH:22][CH:21]=2)[O:5][N:4]=1. The yield is 0.128.